From a dataset of Peptide-MHC class II binding affinity with 134,281 pairs from IEDB. Regression. Given a peptide amino acid sequence and an MHC pseudo amino acid sequence, predict their binding affinity value. This is MHC class II binding data. The binding affinity (normalized) is 0.620. The peptide sequence is SNDLELSWNLNGLQAY. The MHC is HLA-DQA10101-DQB10501 with pseudo-sequence HLA-DQA10101-DQB10501.